Binary Classification. Given a drug SMILES string, predict its activity (active/inactive) in a high-throughput screening assay against a specified biological target. From a dataset of Cav3 T-type calcium channel HTS with 100,875 compounds. (1) The drug is S1c2c(N(CC(=O)N3CCC4(OCCO4)CC3)C(=O)CC1)cccc2. The result is 0 (inactive). (2) The drug is S(c1nc(nc2n(c(=O)n(c(=O)c12)C)C)C)Cc1oc(cc1)C(OC)=O. The result is 0 (inactive). (3) The drug is O=C(NC1CCCCC1)N(CCCN(CC)CC)Cc1cc2c([nH]c1=O)c(c(cc2)C)C. The result is 0 (inactive). (4) The drug is o1c(C(=O)Nc2cc(NC(=O)C)ccc2)ccc1C. The result is 0 (inactive). (5) The molecule is S(CCn1c(N2CCN(CC2)C)nc2n(c(=O)n(c(=O)c12)C)C)c1sc2c(n1)cccc2. The result is 0 (inactive). (6) The compound is Clc1c(Cn2nc(c(c2C)C(=O)Nc2sc(nn2)C2CC2)C)cccc1. The result is 0 (inactive). (7) The compound is S1c2c(N(c3c1cccc3)C(=O)CSc1n(N)c(nn1)C)cccc2. The result is 0 (inactive).